Task: Predict the reactants needed to synthesize the given product.. Dataset: Full USPTO retrosynthesis dataset with 1.9M reactions from patents (1976-2016) Given the product [NH:8]1[CH2:9][CH:10]([N:12]2[CH2:17][CH2:16][CH:15]([C:18]([N:20]3[CH2:21][CH2:22][O:23][CH2:24][CH2:25]3)=[O:19])[CH2:14][CH2:13]2)[CH2:11]1, predict the reactants needed to synthesize it. The reactants are: C1(C(C2C=CC=CC=2)[N:8]2[CH2:11][CH:10]([N:12]3[CH2:17][CH2:16][CH:15]([C:18]([N:20]4[CH2:25][CH2:24][O:23][CH2:22][CH2:21]4)=[O:19])[CH2:14][CH2:13]3)[CH2:9]2)C=CC=CC=1.C([O-])=O.[NH4+].